From a dataset of Forward reaction prediction with 1.9M reactions from USPTO patents (1976-2016). Predict the product of the given reaction. (1) Given the reactants C([O:3][C:4](=[O:28])[C:5]([O:15][C:16]1[CH:21]=[CH:20][C:19]([CH:22]2[CH2:27][CH2:26][CH2:25][CH2:24][CH2:23]2)=[CH:18][CH:17]=1)([CH3:14])[CH2:6][C:7]1[CH:12]=[CH:11][C:10](O)=[CH:9][CH:8]=1)C.[CH3:29][C:30]1[O:34][C:33]([C:35]2[CH:40]=[CH:39][CH:38]=[C:37]([C:41]3[S:42][CH:43]=[CH:44][CH:45]=3)[CH:36]=2)=[N:32][C:31]=1[CH2:46][CH2:47][O:48]S(C1C=CC(C)=CC=1)(=O)=O.C([O-])([O-])=O.[K+].[K+].[OH-].[Na+], predict the reaction product. The product is: [CH:22]1([C:19]2[CH:20]=[CH:21][C:16]([O:15][C:5]([CH3:14])([CH2:6][C:7]3[CH:8]=[CH:9][C:10]([O:48][CH2:47][CH2:46][C:31]4[N:32]=[C:33]([C:35]5[CH:40]=[CH:39][CH:38]=[C:37]([C:41]6[S:42][CH:43]=[CH:44][CH:45]=6)[CH:36]=5)[O:34][C:30]=4[CH3:29])=[CH:11][CH:12]=3)[C:4]([OH:28])=[O:3])=[CH:17][CH:18]=2)[CH2:27][CH2:26][CH2:25][CH2:24][CH2:23]1. (2) Given the reactants [Br:1][C:2]1[CH:22]=[CH:21][C:20]([F:23])=[CH:19][C:3]=1[O:4][CH:5]1[CH2:10][CH2:9][N:8]([C:11]2[N:16]=[C:15]([NH2:17])[C:14]([NH2:18])=[CH:13][N:12]=2)[CH2:7][CH2:6]1.[N:24](OC(C)(C)C)=O, predict the reaction product. The product is: [Br:1][C:2]1[CH:22]=[CH:21][C:20]([F:23])=[CH:19][C:3]=1[O:4][CH:5]1[CH2:10][CH2:9][N:8]([C:11]2[N:12]=[CH:13][C:14]3[N:18]=[N:24][NH:17][C:15]=3[N:16]=2)[CH2:7][CH2:6]1. (3) Given the reactants C[O:2][C:3]1[CH:8]=[CH:7][N:6]2[C:9]([C:23]3[CH:28]=[CH:27][CH:26]=[CH:25][CH:24]=3)=[C:10]([C:12]3[CH:17]=[CH:16][C:15]([C:18]4([NH2:22])[CH2:21][CH2:20][CH2:19]4)=[CH:14][CH:13]=3)[N:11]=[C:5]2[CH:4]=1, predict the reaction product. The product is: [NH2:22][C:18]1([C:15]2[CH:14]=[CH:13][C:12]([C:10]3[N:11]=[C:5]4[CH:4]=[C:3]([OH:2])[CH:8]=[CH:7][N:6]4[C:9]=3[C:23]3[CH:28]=[CH:27][CH:26]=[CH:25][CH:24]=3)=[CH:17][CH:16]=2)[CH2:19][CH2:20][CH2:21]1. (4) Given the reactants [F:1][C:2]1[CH:9]=[CH:8][C:5]([CH:6]=O)=[C:4]([OH:10])[CH:3]=1.[O:11]=[C:12]([CH3:19])[CH2:13][C:14](OCC)=[O:15], predict the reaction product. The product is: [C:12]([C:13]1[C:14](=[O:15])[O:10][C:4]2[C:5]([CH:6]=1)=[CH:8][CH:9]=[C:2]([F:1])[CH:3]=2)(=[O:11])[CH3:19].